This data is from Full USPTO retrosynthesis dataset with 1.9M reactions from patents (1976-2016). The task is: Predict the reactants needed to synthesize the given product. (1) Given the product [O:43]=[S:39]1(=[O:44])[CH2:40][CH2:41][CH:42]=[C:38]1[C:22]1[CH:21]=[CH:20][C:18]2[NH:19][C:14]([C:11]3[C:12](=[O:13])[N:7]([CH2:6][C:5]4[CH:31]=[CH:32][C:2]([F:1])=[CH:3][CH:4]=4)[N:8]4[CH:30]=[CH:29][CH:28]=[C:9]4[C:10]=3[OH:27])=[N:15][S:16](=[O:26])(=[O:25])[C:17]=2[CH:23]=1, predict the reactants needed to synthesize it. The reactants are: [F:1][C:2]1[CH:32]=[CH:31][C:5]([CH2:6][N:7]2[C:12](=[O:13])[C:11]([C:14]3[NH:19][C:18]4[CH:20]=[CH:21][C:22](I)=[CH:23][C:17]=4[S:16](=[O:26])(=[O:25])[N:15]=3)=[C:10]([OH:27])[C:9]3=[CH:28][CH:29]=[CH:30][N:8]23)=[CH:4][CH:3]=1.C([Sn](CCCC)(CCCC)[C:38]1[S:39](=[O:44])(=[O:43])[CH2:40][CH2:41][CH:42]=1)CCC. (2) The reactants are: [CH3:1][O:2][C:3]1[CH:4]=[C:5]([C:11]2[CH:18]=[CH:17][C:14]([C:15]#[N:16])=[C:13]([NH:19][CH:20]3[CH2:25][CH2:24][CH:23]([OH:26])[CH2:22][CH2:21]3)[CH:12]=2)[CH:6]=[CH:7][C:8]=1[O:9][CH3:10].C([OH:29])C.OO.[OH-].[Na+]. Given the product [CH3:1][O:2][C:3]1[CH:4]=[C:5]([C:11]2[CH:18]=[CH:17][C:14]([C:15]([NH2:16])=[O:29])=[C:13]([NH:19][CH:20]3[CH2:25][CH2:24][CH:23]([OH:26])[CH2:22][CH2:21]3)[CH:12]=2)[CH:6]=[CH:7][C:8]=1[O:9][CH3:10], predict the reactants needed to synthesize it. (3) Given the product [CH2:1]([O:3][C:4](=[O:26])[CH2:5][CH2:6][C:7]1[CH:12]=[CH:11][C:10]([O:13][C:14]2[CH:19]=[C:18]([CH3:20])[CH:17]=[C:16]([CH:21]([N:41]=[N+:42]=[N-:43])[CH3:22])[CH:15]=2)=[CH:9][C:8]=1[CH2:24][CH3:25])[CH3:2], predict the reactants needed to synthesize it. The reactants are: [CH2:1]([O:3][C:4](=[O:26])[CH2:5][CH2:6][C:7]1[CH:12]=[CH:11][C:10]([O:13][C:14]2[CH:19]=[C:18]([CH3:20])[CH:17]=[C:16]([CH:21](O)[CH3:22])[CH:15]=2)=[CH:9][C:8]=1[CH2:24][CH3:25])[CH3:2].C1(P([N:41]=[N+:42]=[N-:43])(C2C=CC=CC=2)=O)C=CC=CC=1.C1CCN2C(=NCCC2)CC1.N([Si](C)(C)C)=[N+]=[N-].[F-].C([N+](CCCC)(CCCC)CCCC)CCC. (4) Given the product [F:13][C:9]1[CH:8]=[C:7]([CH:12]=[CH:11][CH:10]=1)[CH:6]=[C:47]1[CH2:48][CH2:49][N:44]([C:37]([O:39][C:40]([CH3:43])([CH3:42])[CH3:41])=[O:38])[CH2:45][CH2:46]1, predict the reactants needed to synthesize it. The reactants are: [Br-].C(O[P+](OCC)(OCC)[CH2:6][C:7]1[CH:12]=[CH:11][CH:10]=[C:9]([F:13])[CH:8]=1)C.C1OCCOCCOCCOCCOC1.[H-].[Na+].[C:37]([N:44]1[CH2:49][CH2:48][C:47](=O)[CH2:46][CH2:45]1)([O:39][C:40]([CH3:43])([CH3:42])[CH3:41])=[O:38]. (5) Given the product [CH3:1][C:2]1[C:3]([N+:13]([O-:15])=[O:14])=[C:4]([N:9]([CH2:19][CH2:20][CH3:21])[C:10](=[O:12])[CH3:11])[C:5]([CH3:8])=[CH:6][CH:7]=1, predict the reactants needed to synthesize it. The reactants are: [CH3:1][C:2]1[C:3]([N+:13]([O-:15])=[O:14])=[C:4]([NH:9][C:10](=[O:12])[CH3:11])[C:5]([CH3:8])=[CH:6][CH:7]=1.[H-].[Na+].I[CH2:19][CH2:20][CH3:21]. (6) Given the product [CH2:1]([OH:8])[C:2]([NH2:7])([CH2:5][OH:6])[CH2:3][OH:4].[Na+:9].[Cl-:10], predict the reactants needed to synthesize it. The reactants are: [CH2:1]([OH:8])[C:2]([NH2:7])([CH2:5][OH:6])[CH2:3][OH:4].[Na+:9].[Cl-:10]. (7) Given the product [F:21][C:10]([C@@H:9]([NH:8][C:6](=[O:7])[O:5][C:1]([CH3:4])([CH3:3])[CH3:2])[CH2:13][CH3:14])=[O:11], predict the reactants needed to synthesize it. The reactants are: [C:1]([O:5][C:6]([NH:8][C@@H:9]([CH2:13][CH3:14])[C:10](O)=[O:11])=[O:7])([CH3:4])([CH3:3])[CH3:2].N1C=CC=CC=1.[F:21]C1N=C(F)N=C(F)N=1.